This data is from Forward reaction prediction with 1.9M reactions from USPTO patents (1976-2016). The task is: Predict the product of the given reaction. (1) The product is: [C:1]([O:4][CH2:5][C:6]([CH3:45])([CH3:44])[CH2:7][N:8]1[C:14]2[CH:15]=[CH:16][C:17]([Cl:19])=[CH:18][C:13]=2[C@@H:12]([C:20]2[CH:25]=[CH:24][CH:23]=[C:22]([O:26][CH3:27])[C:21]=2[O:28][CH3:29])[O:11][C@H:10]([CH2:30][C:31]2[S:55][C:35]([CH2:36][C:37]([O:39][CH2:40][CH3:41])=[O:38])=[CH:34][N:33]=2)[C:9]1=[O:43])(=[O:3])[CH3:2]. Given the reactants [C:1]([O:4][CH2:5][C:6]([CH3:45])([CH3:44])[CH2:7][N:8]1[C:14]2[CH:15]=[CH:16][C:17]([Cl:19])=[CH:18][C:13]=2[C@@H:12]([C:20]2[CH:25]=[CH:24][CH:23]=[C:22]([O:26][CH3:27])[C:21]=2[O:28][CH3:29])[O:11][C@H:10]([CH2:30][C:31]([NH:33][CH2:34][C:35](=O)[CH2:36][C:37]([O:39][CH2:40][CH3:41])=[O:38])=O)[C:9]1=[O:43])(=[O:3])[CH3:2].COC1C=CC(P2(SP(C3C=CC(OC)=CC=3)(=S)S2)=[S:55])=CC=1, predict the reaction product. (2) Given the reactants I[C:2]1[N:3]=[CH:4][N:5]([C:7]([C:20]2[CH:25]=[CH:24][CH:23]=[CH:22][CH:21]=2)([C:14]2[CH:19]=[CH:18][CH:17]=[CH:16][CH:15]=2)[C:8]2[CH:13]=[CH:12][CH:11]=[CH:10][CH:9]=2)[CH:6]=1.N#N.CC[Mg+].[Br-].[CH2:32]1[C:37]2([CH2:42][CH2:41][CH2:40][CH2:39][CH2:38]2)[CH2:36][CH2:35][CH:34]([CH:43]=[O:44])[CH2:33]1, predict the reaction product. The product is: [CH2:36]1[C:37]2([CH2:38][CH2:39][CH2:40][CH2:41][CH2:42]2)[CH2:32][CH2:33][CH:34]([CH:43]([C:2]2[N:3]=[CH:4][N:5]([C:7]([C:14]3[CH:15]=[CH:16][CH:17]=[CH:18][CH:19]=3)([C:8]3[CH:13]=[CH:12][CH:11]=[CH:10][CH:9]=3)[C:20]3[CH:21]=[CH:22][CH:23]=[CH:24][CH:25]=3)[CH:6]=2)[OH:44])[CH2:35]1. (3) Given the reactants [I:1][C:2]1[CH:3]=[N:4][NH:5][CH:6]=1.Br[CH2:8][C:9]([O:11][CH2:12][CH3:13])=[O:10].C(=O)([O-])[O-].[Cs+].[Cs+], predict the reaction product. The product is: [CH2:12]([O:11][C:9](=[O:10])[CH2:8][N:4]1[CH:3]=[C:2]([I:1])[CH:6]=[N:5]1)[CH3:13]. (4) Given the reactants [F:1][C:2]1[CH:31]=[CH:30][C:5]([O:6][C:7]2[CH:12]=[CH:11][C:10]([C:13]3[N:18]=[C:17]([C:19]([NH:21][C@@H:22]([CH3:27])[C:23]([O:25][CH3:26])=[O:24])=[O:20])[CH:16]=C(C=C)[N:14]=3)=[CH:9][CH:8]=2)=[CH:4][CH:3]=1.CC[C@H]1[C@H]2C[C@H]([C@H](OC3C4C(=CC=CC=4)C(O[C@H](C4C=CN=C5C=4C=C(OC)C=C5)[C@@H]4N5C[C@H](CC)[C@@H](CC5)C4)=NN=3)C3C=CN=C4C=3C=C([O:53]C)C=C4)N(CC2)C1.[CH3:90][CH:91]([OH:93])[CH3:92], predict the reaction product. The product is: [OH:93][C@@H:91]([C:92]1[N:14]=[C:13]([C:10]2[CH:11]=[CH:12][C:7]([O:6][C:5]3[CH:30]=[CH:31][C:2]([F:1])=[CH:3][CH:4]=3)=[CH:8][CH:9]=2)[N:18]=[C:17]([C:19]([NH:21][C@@H:22]([CH3:27])[C:23]([O:25][CH3:26])=[O:24])=[O:20])[CH:16]=1)[CH2:90][OH:53]. (5) Given the reactants [C:1]1(=[O:5])[CH2:4][CH2:3][CH2:2]1.Br[C:7]1[C:8]([F:24])=[CH:9][C:10]2[O:16][CH2:15][CH2:14][N:13]3[CH:17]=[C:18]([C:20]([NH2:22])=[O:21])[N:19]=[C:12]3[C:11]=2[CH:23]=1.[CH4:25].[CH3:26]O, predict the reaction product. The product is: [F:24][C:8]1[C:7]([C:25]#[C:26][C:1]2([OH:5])[CH2:4][CH2:3][CH2:2]2)=[CH:23][C:11]2[C:12]3[N:13]([CH:17]=[C:18]([C:20]([NH2:22])=[O:21])[N:19]=3)[CH2:14][CH2:15][O:16][C:10]=2[CH:9]=1. (6) The product is: [F:17][C:3]1[CH:4]=[C:5]2[C:10](=[CH:11][C:2]=1[CH:23]=[O:24])[O:9][CH2:8][CH:7]([CH2:12][CH2:13][CH2:14][CH2:15][CH3:16])[CH2:6]2. Given the reactants Br[C:2]1[CH:11]=[C:10]2[C:5]([CH2:6][CH:7]([CH2:12][CH2:13][CH2:14][CH2:15][CH3:16])[CH2:8][O:9]2)=[CH:4][C:3]=1[F:17].C([Li])CCC.[CH:23](N1CCCCC1)=[O:24].Cl, predict the reaction product.